From a dataset of Full USPTO retrosynthesis dataset with 1.9M reactions from patents (1976-2016). Predict the reactants needed to synthesize the given product. Given the product [N:5]1[CH:6]=[CH:7][CH:8]=[C:3]([CH2:2][NH:1][S:15]([C:13]2[S:14][C:10]([Br:9])=[CH:11][CH:12]=2)(=[O:17])=[O:16])[CH:4]=1, predict the reactants needed to synthesize it. The reactants are: [NH2:1][CH2:2][C:3]1[CH:4]=[N:5][CH:6]=[CH:7][CH:8]=1.[Br:9][C:10]1[S:14][C:13]([S:15](Cl)(=[O:17])=[O:16])=[CH:12][CH:11]=1.C(N(CC)CC)C.